This data is from Full USPTO retrosynthesis dataset with 1.9M reactions from patents (1976-2016). The task is: Predict the reactants needed to synthesize the given product. (1) Given the product [C:15]([O:14][C:13](=[O:19])[NH:12][C@@H:10]([CH3:11])[C@H:9]([OH:20])[C:5]1[CH:6]=[CH:7][CH:8]=[C:3]([O:2][CH3:1])[CH:4]=1)([CH3:18])([CH3:16])[CH3:17], predict the reactants needed to synthesize it. The reactants are: [CH3:1][O:2][C:3]1[CH:4]=[C:5]([C:9](=[O:20])[C@@H:10]([NH:12][C:13](=[O:19])[O:14][C:15]([CH3:18])([CH3:17])[CH3:16])[CH3:11])[CH:6]=[CH:7][CH:8]=1.CC(C)[O-].[Al+3].CC(C)[O-].CC(C)[O-].CC(O)C. (2) Given the product [CH3:15][C:16]1[CH:21]=[CH:20][C:19]([S:22]([O:8][CH2:9][CH:10]2[CH2:13][CH:12]([OH:14])[CH2:11]2)(=[O:24])=[O:23])=[CH:18][CH:17]=1, predict the reactants needed to synthesize it. The reactants are: C(N(CC)CC)C.[OH:8][CH2:9][CH:10]1[CH2:13][CH:12]([OH:14])[CH2:11]1.[CH3:15][C:16]1[CH:21]=[CH:20][C:19]([S:22](Cl)(=[O:24])=[O:23])=[CH:18][CH:17]=1. (3) Given the product [CH3:22][O:21][C:17]1[CH:16]=[C:15]([C:10]2[C:9](=[O:23])[NH:24][N:25]=[C:12]([CH2:8][C:3]3[CH:4]=[CH:5][CH:6]=[CH:7][C:2]=3[F:1])[C:11]=2[CH3:14])[CH:20]=[CH:19][CH:18]=1, predict the reactants needed to synthesize it. The reactants are: [F:1][C:2]1[CH:7]=[CH:6][CH:5]=[CH:4][C:3]=1[C:8]1[C:9](=[O:23])[C:10]([C:15]2[CH:20]=[CH:19][CH:18]=[C:17]([O:21][CH3:22])[CH:16]=2)=[C:11]([CH3:14])[C:12]=1O.[NH2:24][NH2:25]. (4) Given the product [F:11][C:12]([F:21])([F:22])[C:13]1[CH:20]=[CH:19][C:16]([CH2:17][S:1][C:2]2[CH:7]=[CH:6][C:5]([OH:8])=[CH:4][CH:3]=2)=[CH:15][CH:14]=1, predict the reactants needed to synthesize it. The reactants are: [SH:1][C:2]1[CH:7]=[CH:6][C:5]([OH:8])=[CH:4][CH:3]=1.[OH-].[K+].[F:11][C:12]([F:22])([F:21])[C:13]1[CH:20]=[CH:19][C:16]([CH2:17]Br)=[CH:15][CH:14]=1. (5) Given the product [C:22]([C:24]1[CH:29]=[CH:28][C:27]([O:1][CH2:2][CH2:3][N:4]([CH2:17][C:18]([F:19])([F:20])[F:21])[C:5]2[CH:12]=[CH:11][C:8]([C:9]#[N:10])=[C:7]([C:13]([F:15])([F:16])[F:14])[CH:6]=2)=[CH:26][CH:25]=1)#[N:23], predict the reactants needed to synthesize it. The reactants are: [OH:1][CH2:2][CH2:3][N:4]([CH2:17][C:18]([F:21])([F:20])[F:19])[C:5]1[CH:12]=[CH:11][C:8]([C:9]#[N:10])=[C:7]([C:13]([F:16])([F:15])[F:14])[CH:6]=1.[C:22]([C:24]1[CH:29]=[CH:28][C:27](O)=[CH:26][CH:25]=1)#[N:23]. (6) Given the product [C:28]([CH2:27][N:13]1[CH2:14][CH2:15][C@@H:11]([NH:10][C:9]2[CH:8]=[CH:7][C:6]([S:16]([NH2:19])(=[O:17])=[O:18])=[CH:5][C:4]=2[N+:1]([O-:3])=[O:2])[CH2:12]1)#[N:29], predict the reactants needed to synthesize it. The reactants are: [N+:1]([C:4]1[CH:5]=[C:6]([S:16]([NH2:19])(=[O:18])=[O:17])[CH:7]=[CH:8][C:9]=1[NH:10][C@@H:11]1[CH2:15][CH2:14][NH:13][CH2:12]1)([O-:3])=[O:2].C(=O)([O-])[O-].[Na+].[Na+].Br[CH2:27][C:28]#[N:29]. (7) The reactants are: [NH2:1][C:2]1[CH:7]=[C:6]([O:8][C:9]2[CH:14]=[CH:13][C:12]([NH:15][C:16](=[O:22])[O:17][C:18]([CH3:21])([CH3:20])[CH3:19])=[CH:11][C:10]=2[F:23])[CH:5]=[CH:4][N:3]=1.[C:24](Cl)(=[O:26])[CH3:25]. Given the product [C:24]([NH:1][C:2]1[CH:7]=[C:6]([O:8][C:9]2[CH:14]=[CH:13][C:12]([NH:15][C:16](=[O:22])[O:17][C:18]([CH3:19])([CH3:20])[CH3:21])=[CH:11][C:10]=2[F:23])[CH:5]=[CH:4][N:3]=1)(=[O:26])[CH3:25], predict the reactants needed to synthesize it.